Dataset: Catalyst prediction with 721,799 reactions and 888 catalyst types from USPTO. Task: Predict which catalyst facilitates the given reaction. (1) Product: [Br:1][C:2]1[CH:3]=[N:4][N:5]([CH3:16])[C:6]=1[C:7]1[CH:8]=[C:9]([C:13]([NH:17][C@@H:18]([CH2:31][C:32]2[CH:37]=[CH:36][CH:35]=[CH:34][C:33]=2[C:38]([F:41])([F:39])[F:40])[CH2:19][N:20]2[C:28](=[O:29])[C:27]3[C:22](=[CH:23][CH:24]=[CH:25][CH:26]=3)[C:21]2=[O:30])=[O:15])[O:10][C:11]=1[CH3:12]. Reactant: [Br:1][C:2]1[CH:3]=[N:4][N:5]([CH3:16])[C:6]=1[C:7]1[CH:8]=[C:9]([C:13]([OH:15])=O)[O:10][C:11]=1[CH3:12].[NH2:17][C@@H:18]([CH2:31][C:32]1[CH:37]=[CH:36][CH:35]=[CH:34][C:33]=1[C:38]([F:41])([F:40])[F:39])[CH2:19][N:20]1[C:28](=[O:29])[C:27]2[C:22](=[CH:23][CH:24]=[CH:25][CH:26]=2)[C:21]1=[O:30].C(N(C(C)C)CC)(C)C.F[P-](F)(F)(F)(F)F.Br[P+](N1CCCC1)(N1CCCC1)N1CCCC1. The catalyst class is: 2. (2) Reactant: [Br:1][C:2]1[CH:13]=[C:12]([C:14]2[CH2:18][C:17]([C:23]3[CH:28]=[C:27]([Cl:29])[CH:26]=[C:25]([Cl:30])[CH:24]=3)([C:19]([F:22])([F:21])[F:20])[CH2:16][N:15]=2)[CH:11]=[CH:10][C:3]=1[CH2:4]OS(C)(=O)=O.[NH3:31]. Product: [Br:1][C:2]1[CH:13]=[C:12]([C:14]2[CH2:18][C:17]([C:23]3[CH:28]=[C:27]([Cl:29])[CH:26]=[C:25]([Cl:30])[CH:24]=3)([C:19]([F:22])([F:21])[F:20])[CH2:16][N:15]=2)[CH:11]=[CH:10][C:3]=1[CH2:4][NH2:31]. The catalyst class is: 36. (3) Reactant: C[O:2][C:3](=[O:30])[CH2:4][C@@H:5]([C:9]1[CH:14]=[CH:13][C:12]([O:15][CH2:16][C:17]2[S:21][C:20]([C:22]3[CH:27]=[CH:26][C:25]([CH3:28])=[CH:24][CH:23]=3)=[N:19][C:18]=2[CH3:29])=[CH:11][CH:10]=1)[C:6]#[C:7][CH3:8].Cl. Product: [CH3:29][C:18]1[N:19]=[C:20]([C:22]2[CH:23]=[CH:24][C:25]([CH3:28])=[CH:26][CH:27]=2)[S:21][C:17]=1[CH2:16][O:15][C:12]1[CH:11]=[CH:10][C:9]([C@@H:5]([C:6]#[C:7][CH3:8])[CH2:4][C:3]([OH:30])=[O:2])=[CH:14][CH:13]=1. The catalyst class is: 36. (4) Reactant: [Cl:1][C:2]1[CH:7]=[CH:6][C:5]([C:8]2[CH:13]=[CH:12][N:11]3[C:14](=[O:17])[NH:15][N:16]=[C:10]3[C:9]=2[C:18]2[CH:23]=[CH:22][C:21]([Cl:24])=[CH:20][CH:19]=2)=[CH:4][CH:3]=1.C([O-])([O-])=O.[K+].[K+].Br[CH2:32][CH2:33][C:34]([F:37])([F:36])[F:35]. Product: [Cl:1][C:2]1[CH:7]=[CH:6][C:5]([C:8]2[CH:13]=[CH:12][N:11]3[C:14](=[O:17])[N:15]([CH2:32][CH2:33][C:34]([F:37])([F:36])[F:35])[N:16]=[C:10]3[C:9]=2[C:18]2[CH:19]=[CH:20][C:21]([Cl:24])=[CH:22][CH:23]=2)=[CH:4][CH:3]=1. The catalyst class is: 3.